From a dataset of Full USPTO retrosynthesis dataset with 1.9M reactions from patents (1976-2016). Predict the reactants needed to synthesize the given product. (1) The reactants are: [Cl:1][C:2]1[CH:7]=[CH:6][C:5]([OH:8])=[CH:4][C:3]=1[CH:9]([CH3:23])[C:10]([C:16]1[CH:21]=[CH:20][N:19]=[C:18]([Cl:22])[CH:17]=1)([OH:15])[C:11]([F:14])([F:13])[F:12].[CH3:24][O:25][C:26]([C:28]1[N:29]=[N:30][C:31](Cl)=[CH:32][CH:33]=1)=[O:27]. Given the product [CH3:24][O:25][C:26]([C:28]1[N:29]=[N:30][C:31]([O:8][C:5]2[CH:6]=[CH:7][C:2]([Cl:1])=[C:3]([CH:9]([CH3:23])[C:10]([C:16]3[CH:21]=[CH:20][N:19]=[C:18]([Cl:22])[CH:17]=3)([OH:15])[C:11]([F:14])([F:13])[F:12])[CH:4]=2)=[CH:32][CH:33]=1)=[O:27], predict the reactants needed to synthesize it. (2) Given the product [CH2:35]([CH2:9][C:3]1[C:2]([SiH2:11][C:12]2[CH:17]=[CH:16][CH:15]=[CH:14][CH:13]=2)([CH3:1])[C:6]([CH3:28])=[C:5]([CH3:7])[C:4]=1[CH3:8])[CH2:36][CH2:37][CH3:38], predict the reactants needed to synthesize it. The reactants are: [CH3:1][C:2]1[CH2:6][C:5]([CH3:7])=[C:4]([CH3:8])[C:3]=1[CH3:9].Cl[Si:11](CCCC)(C)[C:12]1[CH:17]=[CH:16][CH:15]=[CH:14][CH:13]=1.C(=O)([O-])O.[Na+].[C:28](=O)([O-])[O-].[Na+].[Na+].O1[CH2:38][CH2:37][CH2:36][CH2:35]1.